From a dataset of Forward reaction prediction with 1.9M reactions from USPTO patents (1976-2016). Predict the product of the given reaction. (1) Given the reactants [Br:1][C:2]1[CH:7]=[CH:6][C:5]([OH:8])=[CH:4][CH:3]=1.[CH2:9]([O:11][C:12](=[O:15])[CH2:13]Br)[CH3:10], predict the reaction product. The product is: [CH2:9]([O:11][C:12](=[O:15])[CH2:13][O:8][C:5]1[CH:6]=[CH:7][C:2]([Br:1])=[CH:3][CH:4]=1)[CH3:10]. (2) The product is: [C:1]1([C@@H:7]([NH:9][C:10]2[N:15]=[C:14]([N:16]3[C:20]4[CH:21]=[CH:22][C:23]([NH:25][C:32]([C:27]5[CH:28]=[N:29][CH:30]=[CH:31][N:26]=5)=[O:33])=[CH:24][C:19]=4[N:18]=[CH:17]3)[CH:13]=[N:12][CH:11]=2)[CH3:8])[CH:6]=[CH:5][CH:4]=[CH:3][CH:2]=1. Given the reactants [C:1]1([C@@H:7]([NH:9][C:10]2[N:15]=[C:14]([N:16]3[C:20]4[CH:21]=[CH:22][C:23]([NH2:25])=[CH:24][C:19]=4[N:18]=[CH:17]3)[CH:13]=[N:12][CH:11]=2)[CH3:8])[CH:6]=[CH:5][CH:4]=[CH:3][CH:2]=1.[N:26]1[CH:31]=[CH:30][N:29]=[CH:28][C:27]=1[C:32](Cl)=[O:33], predict the reaction product. (3) Given the reactants [CH:1]1([CH2:7][C:8](O)=[O:9])[CH2:6][CH2:5][CH2:4][CH2:3][CH2:2]1.CN(C(ON1N=NC2C=CC=NC1=2)=[N+](C)C)C.F[P-](F)(F)(F)(F)F.C(N(C(C)C)C(C)C)C.[O:44]1[CH2:49][CH2:48][O:47][CH2:46][CH:45]1[C:50]1[C:58]2[S:57][C:56]([NH2:59])=[N:55][C:54]=2[C:53]([O:60][CH3:61])=[CH:52][CH:51]=1, predict the reaction product. The product is: [CH:1]1([CH2:7][C:8]([NH:59][C:56]2[S:57][C:58]3[C:50]([CH:45]4[CH2:46][O:47][CH2:48][CH2:49][O:44]4)=[CH:51][CH:52]=[C:53]([O:60][CH3:61])[C:54]=3[N:55]=2)=[O:9])[CH2:6][CH2:5][CH2:4][CH2:3][CH2:2]1. (4) Given the reactants [Cl:1][C:2]1[CH:3]=[C:4]([CH:32]=[CH:33][C:34]=1[Cl:35])[O:5][C:6]1[CH:30]=[CH:29][C:9]([CH2:10][O:11][C:12]2[CH:13]=[C:14]3[N:21](C(OC(C)(C)C)=O)[CH2:20][CH2:19][N:15]3[C:16](=[O:18])[N:17]=2)=[CH:8][C:7]=1[F:31], predict the reaction product. The product is: [Cl:1][C:2]1[CH:3]=[C:4]([CH:32]=[CH:33][C:34]=1[Cl:35])[O:5][C:6]1[CH:30]=[CH:29][C:9]([CH2:10][O:11][C:12]2[CH:13]=[C:14]3[NH:21][CH2:20][CH2:19][N:15]3[C:16](=[O:18])[N:17]=2)=[CH:8][C:7]=1[F:31]. (5) Given the reactants [CH2:1]([N:3]1[C:7]([CH2:8][CH2:9][NH2:10])=[N:6][N:5]=[N:4]1)[CH3:2].C(I)C.BrCC[CH2:17][OH:18], predict the reaction product. The product is: [NH2:10][CH2:9][CH2:8][C:7]1[N:3]([CH2:1][CH2:2][CH2:17][OH:18])[N:4]=[N:5][N:6]=1. (6) The product is: [C:15]([C:14]1[CH:17]=[CH:18][C:11]([N:7]2[C:8]3[C:4](=[CH:3][C:2]([C:29]4[CH:30]=[C:25]([CH:26]=[C:27]([F:35])[C:28]=4[CH3:34])[C:23]([NH:22][CH:19]4[CH2:20][CH2:21]4)=[O:24])=[CH:10][CH:9]=3)[CH:5]=[CH:6]2)=[CH:12][CH:13]=1)#[N:16]. Given the reactants Br[C:2]1[CH:3]=[C:4]2[C:8](=[CH:9][CH:10]=1)[N:7]([C:11]1[CH:18]=[CH:17][C:14]([C:15]#[N:16])=[CH:13][CH:12]=1)[CH:6]=[CH:5]2.[CH:19]1([NH:22][C:23]([C:25]2[CH:26]=[C:27]([F:35])[C:28]([CH3:34])=[C:29](B(O)O)[CH:30]=2)=[O:24])[CH2:21][CH2:20]1.C(=O)([O-])O.[Na+], predict the reaction product. (7) Given the reactants [Br:1][C:2]1[NH:6][N:5]=[C:4]([N+:7]([O-:9])=[O:8])[N:3]=1.Cl[CH2:11][C:12]1[CH:17]=[CH:16][C:15]([O:18][CH3:19])=[CH:14][CH:13]=1.C(N(CC)C(C)C)(C)C.[I-].[K+], predict the reaction product. The product is: [Br:1][C:2]1[N:3]=[C:4]([N+:7]([O-:9])=[O:8])[N:5]([CH2:11][C:12]2[CH:17]=[CH:16][C:15]([O:18][CH3:19])=[CH:14][CH:13]=2)[N:6]=1.